Dataset: Full USPTO retrosynthesis dataset with 1.9M reactions from patents (1976-2016). Task: Predict the reactants needed to synthesize the given product. (1) Given the product [C:1]1([C:24]2[CH:25]=[CH:26][CH:27]=[CH:28][CH:29]=2)[CH:2]=[CH:3][C:4]([CH2:7][N:8]2[C:17]3[CH:16]=[CH:15][CH:14]=[CH:13][C:12]=3[C:11]3=[N:37][N:36]([C:30]4[CH:35]=[CH:34][CH:33]=[CH:32][CH:31]=4)[C:19](=[O:21])[C:10]3=[CH:9]2)=[CH:5][CH:6]=1, predict the reactants needed to synthesize it. The reactants are: [C:1]1([C:24]2[CH:29]=[CH:28][CH:27]=[CH:26][CH:25]=2)[CH:6]=[CH:5][C:4]([CH2:7][N:8]2[C:17]3[C:12](=[CH:13][CH:14]=[CH:15][CH:16]=3)[C:11](=S)[C:10]([C:19]([O:21]CC)=O)=[CH:9]2)=[CH:3][CH:2]=1.[C:30]1([NH:36][NH2:37])[CH:35]=[CH:34][CH:33]=[CH:32][CH:31]=1.C(OC(OC(OC(C)(C)C)=O)=O)(C)(C)C. (2) Given the product [NH2:1][C:2]1[CH:7]=[CH:6][C:5]([C:8]2[C:16]3[C:15]([NH2:17])=[N:14][CH:13]=[N:12][C:11]=3[N:10]([C@H:18]3[CH2:23][CH2:22][C@@H:21]([N:24]4[CH2:25][CH2:26][N:27]([CH3:30])[CH2:28][CH2:29]4)[CH2:20][CH2:19]3)[C:9]=2[Br:32])=[CH:4][C:3]=1[F:31], predict the reactants needed to synthesize it. The reactants are: [NH2:1][C:2]1[CH:7]=[CH:6][C:5]([C:8]2[C:16]3[C:15]([NH2:17])=[N:14][CH:13]=[N:12][C:11]=3[N:10]([C@H:18]3[CH2:23][CH2:22][C@@H:21]([N:24]4[CH2:29][CH2:28][N:27]([CH3:30])[CH2:26][CH2:25]4)[CH2:20][CH2:19]3)[CH:9]=2)=[CH:4][C:3]=1[F:31].[Br:32]N1C(=O)CCC1=O. (3) Given the product [Cl:22][C:9]1[C:8]2[C:13](=[CH:14][C:5]3[CH:4]=[C:3]([O:2][CH3:1])[CH:19]=[CH:18][C:6]=3[CH:7]=2)[N:12]=[CH:11][C:10]=1[C:15]#[N:16], predict the reactants needed to synthesize it. The reactants are: [CH3:1][O:2][C:3]1[CH:19]=[CH:18][C:6]2[CH:7]=[C:8]3[C:13](=[CH:14][C:5]=2[CH:4]=1)[NH:12][CH:11]=[C:10]([C:15]#[N:16])[C:9]3=O.P(Cl)(Cl)([Cl:22])=O. (4) Given the product [CH2:31]([O:16][C:13]1[CH:14]=[CH:15][N:10]2[N:9]=[C:8]([C:5]3[CH:4]=[CH:3][C:2]([F:1])=[CH:7][CH:6]=3)[C:17]([C:18]3[CH:23]=[CH:22][N:21]=[CH:20][CH:19]=3)=[C:11]2[CH:12]=1)[CH2:32][CH2:33][CH3:34], predict the reactants needed to synthesize it. The reactants are: [F:1][C:2]1[CH:7]=[CH:6][C:5]([C:8]2[C:17]([C:18]3[CH:23]=[CH:22][N:21]=[CH:20][CH:19]=3)=[C:11]3[CH:12]=[C:13]([OH:16])[CH:14]=[CH:15][N:10]3[N:9]=2)=[CH:4][CH:3]=1.CC(C)([O-])C.[K+].I[CH2:31][CH2:32][CH2:33][CH3:34].O. (5) Given the product [CH2:7]([O:10][CH2:3][CH2:2][C:1]([O:5][CH3:6])=[O:4])[CH2:8][CH3:9], predict the reactants needed to synthesize it. The reactants are: [C:1]([O:5][CH3:6])(=[O:4])[CH:2]=[CH2:3].[CH2:7]([OH:10])[CH2:8][CH3:9]. (6) Given the product [Cl:1][C:2]1[CH:10]=[CH:9][C:8]([C:11]2[N:12]([C:22]([O:24][C:25]([CH3:27])([CH3:26])[CH3:28])=[O:23])[C:13]3[C:18]([CH:19]=2)=[CH:17][C:16]([CH2:20][NH:30][C:31]2([CH2:36][OH:37])[CH2:35][CH2:34][CH2:33][CH2:32]2)=[CH:15][CH:14]=3)=[C:7]2[C:3]=1[CH2:4][NH:5][C:6]2=[O:29], predict the reactants needed to synthesize it. The reactants are: [Cl:1][C:2]1[CH:10]=[CH:9][C:8]([C:11]2[N:12]([C:22]([O:24][C:25]([CH3:28])([CH3:27])[CH3:26])=[O:23])[C:13]3[C:18]([CH:19]=2)=[CH:17][C:16]([CH:20]=O)=[CH:15][CH:14]=3)=[C:7]2[C:3]=1[CH2:4][NH:5][C:6]2=[O:29].[NH2:30][C:31]1([CH2:36][OH:37])[CH2:35][CH2:34][CH2:33][CH2:32]1.C(O[BH-](OC(=O)C)OC(=O)C)(=O)C.[Na+]. (7) Given the product [ClH:26].[ClH:26].[N:1]1([CH2:6][CH2:7][N:8]2[CH2:13][CH2:12][S:11][C:10]3[CH:14]=[C:15]([NH:18][C:19]([C:21]4[S:22][CH:23]=[CH:24][CH:25]=4)=[NH:20])[CH:16]=[CH:17][C:9]2=3)[CH2:2][CH2:3][CH2:4][CH2:5]1, predict the reactants needed to synthesize it. The reactants are: [N:1]1([CH2:6][CH2:7][N:8]2[CH2:13][CH2:12][S:11][C:10]3[CH:14]=[C:15]([NH:18][C:19]([C:21]4[S:22][CH:23]=[CH:24][CH:25]=4)=[NH:20])[CH:16]=[CH:17][C:9]2=3)[CH2:5][CH2:4][CH2:3][CH2:2]1.[ClH:26].CCOCC.